From a dataset of Forward reaction prediction with 1.9M reactions from USPTO patents (1976-2016). Predict the product of the given reaction. Given the reactants Cl[C:2]1[C:3]([F:22])=[CH:4][N:5]2[C:10]([C:11]=1[CH3:12])=[C:9]([CH:13]1[CH2:15][CH2:14]1)[CH:8]=[C:7]([C:16]([O:18][CH2:19][CH3:20])=[O:17])[C:6]2=[O:21].CC1(C)C(C)(C)OB([C:31]2[CH:32]=[C:33]3[C:37](=[CH:38][CH:39]=2)[NH:36][N:35]=[CH:34]3)O1, predict the reaction product. The product is: [NH:36]1[C:37]2[C:33](=[CH:32][C:31]([C:2]3[C:3]([F:22])=[CH:4][N:5]4[C:10]([C:11]=3[CH3:12])=[C:9]([CH:13]3[CH2:15][CH2:14]3)[CH:8]=[C:7]([C:16]([O:18][CH2:19][CH3:20])=[O:17])[C:6]4=[O:21])=[CH:39][CH:38]=2)[CH:34]=[N:35]1.